Dataset: Full USPTO retrosynthesis dataset with 1.9M reactions from patents (1976-2016). Task: Predict the reactants needed to synthesize the given product. (1) Given the product [CH2:16]([N:10]1[C:9](=[O:23])[C:8]2[CH:7]=[N:6][C:5]([C:3]([NH:24][CH2:25][CH2:26][CH2:27][C:28]([OH:30])=[O:29])=[O:4])=[C:14]([OH:15])[C:13]=2[CH:12]=[CH:11]1)[C:17]1[CH:18]=[CH:19][CH:20]=[CH:21][CH:22]=1, predict the reactants needed to synthesize it. The reactants are: CO[C:3]([C:5]1[N:6]=[CH:7][C:8]2[C:9](=[O:23])[N:10]([CH2:16][C:17]3[CH:22]=[CH:21][CH:20]=[CH:19][CH:18]=3)[CH:11]=[CH:12][C:13]=2[C:14]=1[OH:15])=[O:4].[NH2:24][CH2:25][CH2:26][CH2:27][C:28]([OH:30])=[O:29].C[O-].[Na+]. (2) Given the product [F:46][C:47]1[CH:54]=[CH:53][C:50]([CH2:51][CH:6]2[C:5](=[O:8])[C:4]([C:9]3[C:14]([CH3:15])=[CH:13][C:12]([CH3:16])=[CH:11][C:10]=3[CH3:17])=[C:3]([O:2][CH3:1])[CH2:7]2)=[CH:49][CH:48]=1, predict the reactants needed to synthesize it. The reactants are: [CH3:1][O:2][C:3]1[CH2:7][CH2:6][C:5](=[O:8])[C:4]=1[C:9]1[C:14]([CH3:15])=[CH:13][C:12]([CH3:16])=[CH:11][C:10]=1[CH3:17].C(NC(C)C)(C)C.[Li].O1CCCC1.CCCCCCC.C(C1C=CC=CC=1)C.[F:46][C:47]1[CH:54]=[CH:53][C:50]([CH2:51]Br)=[CH:49][CH:48]=1. (3) The reactants are: Cl[CH:2]([Cl:4])[CH3:3].CN(C)C=O.C(Cl)(=O)C(Cl)=O.[S:16]1C2C(=O)[CH:22]=[CH:21][NH:20][C:19]=2[CH:18]=[CH:17]1. Given the product [Cl:4][C:2]1[CH:22]=[CH:21][N:20]=[C:19]2[CH:18]=[CH:17][S:16][C:3]=12, predict the reactants needed to synthesize it. (4) Given the product [NH2:30][C:19]1[CH:18]=[C:17]([C:13]2[CH:14]=[CH:15][CH:16]=[C:11]([O:10][C:8]([O:7][C:3]([CH3:6])([CH3:5])[CH3:4])=[O:9])[CH:12]=2)[CH:29]=[CH:28][C:20]=1[C:21]([O:23][C:24]([CH3:27])([CH3:26])[CH3:25])=[O:22], predict the reactants needed to synthesize it. The reactants are: CO.[C:3]([O:7][C:8]([O:10][C:11]1[CH:12]=[C:13]([C:17]2[CH:29]=[CH:28][C:20]([C:21]([O:23][C:24]([CH3:27])([CH3:26])[CH3:25])=[O:22])=[C:19]([N+:30]([O-])=O)[CH:18]=2)[CH:14]=[CH:15][CH:16]=1)=[O:9])([CH3:6])([CH3:5])[CH3:4]. (5) Given the product [NH2:1][C:2]1[C:3]([Cl:13])=[CH:4][C:5]([Br:12])=[C:6]2[C:11]=1[N:10]=[CH:9][CH:8]=[CH:7]2, predict the reactants needed to synthesize it. The reactants are: [NH2:1][C:2]1[CH:3]=[CH:4][C:5]([Br:12])=[C:6]2[C:11]=1[N:10]=[CH:9][CH:8]=[CH:7]2.[Cl:13]N1C(=O)CCC1=O.